The task is: Predict which catalyst facilitates the given reaction.. This data is from Catalyst prediction with 721,799 reactions and 888 catalyst types from USPTO. Reactant: [C:1]1([C:7]([C:21]2[CH:26]=[CH:25][CH:24]=[CH:23][CH:22]=2)(C)[CH2:8][NH:9][C:10](=O)[CH:11]([C:13]2[CH:18]=[CH:17][CH:16]=[CH:15][CH:14]=2)[CH3:12])[CH:6]=[CH:5][CH:4]=[CH:3][CH:2]=1.B.C1COCC1.[ClH:33].[OH-].[Na+]. Product: [ClH:33].[C:21]1([CH:7]([C:1]2[CH:2]=[CH:3][CH:4]=[CH:5][CH:6]=2)[CH2:8][NH:9][CH2:10][CH:11]([C:13]2[CH:14]=[CH:15][CH:16]=[CH:17][CH:18]=2)[CH3:12])[CH:22]=[CH:23][CH:24]=[CH:25][CH:26]=1. The catalyst class is: 1.